This data is from Full USPTO retrosynthesis dataset with 1.9M reactions from patents (1976-2016). The task is: Predict the reactants needed to synthesize the given product. (1) Given the product [NH2:1][C:2]1[CH:11]=[C:10]([N:12]2[CH2:17][CH2:16][N:15]([C:18]([NH:20][CH2:21][C:22]([N:27]([CH3:26])[CH2:28][C:29]3[CH:34]=[CH:33][CH:32]=[CH:31][CH:30]=3)=[O:23])=[O:19])[CH2:14][CH2:13]2)[C:9]2[C:4](=[CH:5][C:6]([Cl:25])=[CH:7][CH:8]=2)[N:3]=1, predict the reactants needed to synthesize it. The reactants are: [NH2:1][C:2]1[CH:11]=[C:10]([N:12]2[CH2:17][CH2:16][N:15]([C:18]([NH:20][CH2:21][C:22](O)=[O:23])=[O:19])[CH2:14][CH2:13]2)[C:9]2[C:4](=[CH:5][C:6]([Cl:25])=[CH:7][CH:8]=2)[N:3]=1.[CH3:26][NH:27][CH2:28][C:29]1[CH:34]=[CH:33][CH:32]=[CH:31][CH:30]=1.CCN(C(C)C)C(C)C.CN(C(ON1N=NC2C=CC=NC1=2)=[N+](C)C)C.F[P-](F)(F)(F)(F)F. (2) Given the product [F:12][C:13]1[CH:21]=[C:17]([CH:16]=[C:15]([C:22]([N:8]2[CH2:9][CH2:10][CH2:11][C@@H:7]2[C:4]2[S:5][CH:6]=[C:2]([CH3:1])[N:3]=2)=[O:23])[CH:14]=1)[C:18]([OH:20])=[O:19], predict the reactants needed to synthesize it. The reactants are: [CH3:1][C:2]1[N:3]=[C:4]([C@H:7]2[CH2:11][CH2:10][CH2:9][NH:8]2)[S:5][CH:6]=1.[F:12][C:13]1[CH:14]=[C:15]([C:22](O)=[O:23])[CH:16]=[C:17]([CH:21]=1)[C:18]([OH:20])=[O:19]. (3) Given the product [O:18]1[C:22]2=[N:23][CH:24]=[CH:25][CH:26]=[C:21]2[C:20]([NH:27][C:28]([N:15]2[CH2:16][CH2:17][N:12]([C:10]3[S:9][N:8]=[C:7]([C:1]4[CH:2]=[CH:3][CH:4]=[CH:5][CH:6]=4)[N:11]=3)[CH2:13][CH2:14]2)=[O:29])=[N:19]1, predict the reactants needed to synthesize it. The reactants are: [C:1]1([C:7]2[N:11]=[C:10]([N:12]3[CH2:17][CH2:16][NH:15][CH2:14][CH2:13]3)[S:9][N:8]=2)[CH:6]=[CH:5][CH:4]=[CH:3][CH:2]=1.[O:18]1[C:22]2=[N:23][CH:24]=[CH:25][CH:26]=[C:21]2[C:20]([N:27](C(OCC(Cl)(Cl)Cl)=O)[C:28](OCC(Cl)(Cl)Cl)=[O:29])=[N:19]1.C(N(C(C)C)CC)(C)C.CS(C)=O. (4) Given the product [CH3:13][C:14]1[C:18]([C:2]2[CH:3]=[C:4]([N+:10]([O-:12])=[O:11])[CH:5]=[CH:6][C:7]=2[O:8][CH3:9])=[C:17]([CH3:22])[O:16][N:15]=1, predict the reactants needed to synthesize it. The reactants are: I[C:2]1[CH:3]=[C:4]([N+:10]([O-:12])=[O:11])[CH:5]=[CH:6][C:7]=1[O:8][CH3:9].[CH3:13][C:14]1[C:18](B(O)O)=[C:17]([CH3:22])[O:16][N:15]=1.C(=O)([O-])[O-].[Cs+].[Cs+].COCCOC. (5) Given the product [NH2:1][CH2:2][C:3]1[CH:8]=[CH:7][N:6]=[C:5]([NH2:9])[CH:4]=1, predict the reactants needed to synthesize it. The reactants are: [NH2:1][CH2:2][C:3]1[CH:8]=[CH:7][N:6]=[C:5]([NH:9]CC2C=CC(OC)=CC=2)[CH:4]=1. (6) Given the product [Br:1][C:2]1[CH:3]=[C:4]2[C:10]([C:11]3[N:15]=[C:16]([NH2:18])[S:17][CH:12]=3)=[CH:9][NH:8][C:5]2=[N:6][CH:7]=1, predict the reactants needed to synthesize it. The reactants are: [Br:1][C:2]1[CH:3]=[C:4]2[C:10]([C:11](=O)[CH2:12]Cl)=[CH:9][NH:8][C:5]2=[N:6][CH:7]=1.[NH2:15][C:16]([NH2:18])=[S:17]. (7) Given the product [F:25][C:20]1[CH:19]=[C:18]([C@@H:3]2[NH:2][C:7]3[NH:8][C:9](=[O:16])[N:10]([CH:13]([CH3:15])[CH3:14])[C:11](=[O:12])[C:6]=3[CH2:5][CH2:4]2)[CH:23]=[CH:22][C:21]=1[F:24], predict the reactants needed to synthesize it. The reactants are: Cl.[NH2:2][C@@H:3]([C:18]1[CH:23]=[CH:22][C:21]([F:24])=[C:20]([F:25])[CH:19]=1)[CH2:4][CH2:5][CH:6]1[C:11](=[O:12])[N:10]([CH:13]([CH3:15])[CH3:14])[C:9](=[O:16])[NH:8][C:7]1=O.P(Cl)(Cl)(Cl)=O.C(=O)([O-])[O-].[K+].[K+]. (8) Given the product [F:1][C:2]1[CH:7]=[CH:6][CH:5]=[C:4]([F:8])[C:3]=1[N:9]1[C:10]2[C:11](=[CH:12][C:13]([F:16])=[CH:14][CH:15]=2)[N:17]=[C:3]([N:9]2[CH2:25][CH2:23][NH:17][CH2:11][CH2:10]2)[C:26]1=[O:27], predict the reactants needed to synthesize it. The reactants are: [F:1][C:2]1[CH:7]=[CH:6][CH:5]=[C:4]([F:8])[C:3]=1[NH:9][C:10]1[CH:15]=[CH:14][C:13]([F:16])=[CH:12][C:11]=1[N+:17]([O-])=O.CCO[C:23]([CH3:25])=O.[CH3:26][OH:27].